This data is from hERG Central: cardiac toxicity at 1µM, 10µM, and general inhibition. The task is: Predict hERG channel inhibition at various concentrations. (1) The compound is Cn1c(C(=O)N2CCC(C(=O)N3CCN(Cc4ccc5c(c4)OCO5)CC3)CC2)cc2sccc21. Results: hERG_inhib (hERG inhibition (general)): blocker. (2) The drug is Cc1ccccc1NC(=O)c1ccc(CN2CCC(Cc3ccccc3)CC2)cc1. Results: hERG_inhib (hERG inhibition (general)): blocker. (3) Results: hERG_inhib (hERG inhibition (general)): blocker. The compound is Cc1ccc(NC(=O)CCN2CCN(C/C=C/c3ccccc3)CC2)cc1.Cl.